Dataset: Full USPTO retrosynthesis dataset with 1.9M reactions from patents (1976-2016). Task: Predict the reactants needed to synthesize the given product. (1) Given the product [N:1]1[CH:2]=[CH:3][N:4]2[CH:9]=[CH:8][CH:7]=[C:6]([CH:10]=[O:11])[C:5]=12, predict the reactants needed to synthesize it. The reactants are: [N:1]1[CH:2]=[CH:3][N:4]2[CH:9]=[CH:8][CH:7]=[C:6]([C:10](OC)=[O:11])[C:5]=12.CC(C[AlH]CC(C)C)C. (2) Given the product [C:1]([O:4][CH2:5][C:6]1[C:11]([C:38]2[N:39]=[C:40]([NH:46][C:47]3[CH:48]=[CH:49][C:50]([CH:53]4[CH2:54][N:55]([CH3:57])[CH2:56]4)=[CH:51][CH:52]=3)[C:41](=[O:45])[N:42]([CH3:44])[CH:43]=2)=[CH:10][C:9]([F:21])=[CH:8][C:7]=1[N:22]1[CH2:33][CH2:32][C:31]2[C:30]3[CH2:29][C:28]([CH3:35])([CH3:34])[CH2:27][C:26]=3[S:25][C:24]=2[C:23]1=[O:36])(=[O:3])[CH3:2], predict the reactants needed to synthesize it. The reactants are: [C:1]([O:4][CH2:5][C:6]1[C:11](B2OC(C)(C)C(C)(C)O2)=[CH:10][C:9]([F:21])=[CH:8][C:7]=1[N:22]1[CH2:33][CH2:32][C:31]2[C:30]3[CH2:29][C:28]([CH3:35])([CH3:34])[CH2:27][C:26]=3[S:25][C:24]=2[C:23]1=[O:36])(=[O:3])[CH3:2].Br[C:38]1[N:39]=[C:40]([NH:46][C:47]2[CH:52]=[CH:51][C:50]([CH:53]3[CH2:56][N:55]([CH3:57])[CH2:54]3)=[CH:49][CH:48]=2)[C:41](=[O:45])[N:42]([CH3:44])[CH:43]=1.[O-]P([O-])([O-])=O.[K+].[K+].[K+].CC([O-])=O.[Na+]. (3) Given the product [CH3:31][S:32]([CH2:35][C:36]([NH:1][C:2]1[N:3]=[C:4]2[CH:9]=[CH:8][C:7]([O:10][C:11]3[CH:12]=[C:13]([NH:17][C:18](=[O:29])[C:19]4[CH:24]=[CH:23][CH:22]=[C:21]([C:25]([F:28])([F:27])[F:26])[CH:20]=4)[CH:14]=[CH:15][CH:16]=3)=[N:6][N:5]2[CH:30]=1)=[O:37])(=[O:34])=[O:33], predict the reactants needed to synthesize it. The reactants are: [NH2:1][C:2]1[N:3]=[C:4]2[CH:9]=[CH:8][C:7]([O:10][C:11]3[CH:12]=[C:13]([NH:17][C:18](=[O:29])[C:19]4[CH:24]=[CH:23][CH:22]=[C:21]([C:25]([F:28])([F:27])[F:26])[CH:20]=4)[CH:14]=[CH:15][CH:16]=3)=[N:6][N:5]2[CH:30]=1.[CH3:31][S:32]([CH2:35][C:36](O)=[O:37])(=[O:34])=[O:33].Cl.CN(C)CCCN=C=NCC.ON1C2C=CC=CC=2N=N1.C(N(CC)CC)C. (4) The reactants are: CC(C)(C)C([NH:5][C:6]1[C:11]([C:12]2[O:16][N:15]=[C:14]([C:17](OCC)=[O:18])[CH:13]=2)=[CH:10][CH:9]=[CH:8][N:7]=1)=O.[BH4-].[Na+].[OH-].[Na+].[C:28]([OH:33])(=[O:32])[C:29]([OH:31])=[O:30]. Given the product [C:28]([OH:33])(=[O:32])[C:29]([OH:31])=[O:30].[NH2:5][C:6]1[C:11]([C:12]2[O:16][N:15]=[C:14]([CH2:17][OH:18])[CH:13]=2)=[CH:10][CH:9]=[CH:8][N:7]=1, predict the reactants needed to synthesize it. (5) Given the product [O:1]=[C:2]1[NH:11][C:10]2[N:9]=[CH:8][CH:7]=[C:6]([O:12][C:13]3[CH:14]=[CH:15][C:16]4[O:20][C@H:19]5[C@H:21]([C:22]([N:47]=[N+:48]=[N-:49])=[O:23])[C@H:18]5[C:17]=4[CH:25]=3)[C:5]=2[CH2:4][CH2:3]1, predict the reactants needed to synthesize it. The reactants are: [O:1]=[C:2]1[NH:11][C:10]2[N:9]=[CH:8][CH:7]=[C:6]([O:12][C:13]3[CH:14]=[CH:15][C:16]4[O:20][C@H:19]5[C@H:21]([C:22](O)=[O:23])[C@H:18]5[C:17]=4[CH:25]=3)[C:5]=2[CH2:4][CH2:3]1.CCN(CC)CC.C1C=CC(P([N:47]=[N+:48]=[N-:49])(C2C=CC=CC=2)=O)=CC=1.O. (6) Given the product [F:1][C:2]1[CH:3]=[C:4]2[C:9](=[CH:10][CH:11]=1)[N:8]=[C:7]([C:12]1[CH:13]=[CH:14][C:15]([F:18])=[CH:16][CH:17]=1)[N:6]=[C:5]2[C:19]([N:29]1[CH2:28][CH2:27][C:26]2[C:31](=[CH:32][CH:33]=[CH:34][C:25]=2[O:24][CH3:23])[CH2:30]1)=[O:20], predict the reactants needed to synthesize it. The reactants are: [F:1][C:2]1[CH:3]=[C:4]2[C:9](=[CH:10][CH:11]=1)[N:8]=[C:7]([C:12]1[CH:17]=[CH:16][C:15]([F:18])=[CH:14][CH:13]=1)[N:6]=[C:5]2[C:19](O)=[O:20].Cl.[CH3:23][O:24][C:25]1[CH:34]=[CH:33][CH:32]=[C:31]2[C:26]=1[CH2:27][CH2:28][NH:29][CH2:30]2. (7) Given the product [Cl:1][C:2]1[CH:21]=[CH:20][CH:19]=[C:18]([Cl:22])[C:3]=1[C:4]([NH:6][CH2:7][CH2:8][S:9][CH2:10][C:11]1[CH:16]=[CH:15][CH:14]=[C:13]([O:17][CH2:30][CH2:31][O:32][CH2:33][CH2:34][OH:35])[CH:12]=1)=[O:5], predict the reactants needed to synthesize it. The reactants are: [Cl:1][C:2]1[CH:21]=[CH:20][CH:19]=[C:18]([Cl:22])[C:3]=1[C:4]([NH:6][CH2:7][CH2:8][S:9][CH2:10][C:11]1[CH:16]=[CH:15][CH:14]=[C:13]([OH:17])[CH:12]=1)=[O:5].C([O-])([O-])=O.[K+].[K+].Cl[CH2:30][CH2:31][O:32][CH2:33][CH2:34][OH:35].O.